From a dataset of CYP2C9 inhibition data for predicting drug metabolism from PubChem BioAssay. Regression/Classification. Given a drug SMILES string, predict its absorption, distribution, metabolism, or excretion properties. Task type varies by dataset: regression for continuous measurements (e.g., permeability, clearance, half-life) or binary classification for categorical outcomes (e.g., BBB penetration, CYP inhibition). Dataset: cyp2c9_veith. (1) The drug is CCN(C(=O)CSc1nc2cc(C(=O)OC)ccc2c(=O)n1Cc1ccco1)c1cccc(C)c1. The result is 1 (inhibitor). (2) The compound is COc1ccc2[nH]cc(CCNc3ncncc3-c3cccnc3)c2c1. The result is 0 (non-inhibitor).